From a dataset of Experimentally validated miRNA-target interactions with 360,000+ pairs, plus equal number of negative samples. Binary Classification. Given a miRNA mature sequence and a target amino acid sequence, predict their likelihood of interaction. (1) The miRNA is hsa-miR-5579-5p with sequence UAUGGUACUCCUUAAGCUAAC. The protein sequence of the target gene is MLGPGQVRLRPRVWRDKAGGRVADGASGLPPARGSWRETGTGRALGASSPPRPAQGSSSPGIQSGPSSRPGSPRGAEQAGTPRPRLSLGISQATGSAARWRTRRTGKGLGYNSDEIRPRTLLIEHLMEGGRRDHHTMTVLWGTQEIIVAEFHKKIKEAFEVFDHESNNTVDVREIGTIIRSLGCCPTEGELHDLIAEVEEEEPTGYIRFEKFLPVMTEILLERKYRPIPEDVLLRAFEVLDSAKRGFLTKDELIKYMTEEDGVSLRRPG. Result: 0 (no interaction). (2) The miRNA is hsa-miR-518d-5p with sequence CUCUAGAGGGAAGCACUUUCUG. The protein sequence of the target gene is MAWMLDCLFASAFEPRPRRVSVLGGAPGQNSDRSMDMVSIHSLSELERLKLQETAYHELVARHFLSEFKPDRALPTDRPNTLEKWFLMLRGQDRAASLKTFGIRLEEVLVNELTRRKQRELTPTMQVEDINGSTGRRRRGNVVQRMLGRMRRFFSRRRNEPTLPREFTRRGRRGAVSADSADELENGALLLQILQLSQLSSPIGQRLLGSKRKMSLNPIAQQIPQIVETCCKFIEKHGLSSVGIFTIEYSLRRVLELRELFDKGLDIVLDDSVNVHDVAELLKEFFREMKDPLLPDDLYM.... Result: 0 (no interaction).